Dataset: Full USPTO retrosynthesis dataset with 1.9M reactions from patents (1976-2016). Task: Predict the reactants needed to synthesize the given product. (1) The reactants are: Cl[C:2]1[N:7]=[C:6]([C:8]2[C:12]3[CH:13]=[C:14]4[C:27](=[C:28]([F:29])[C:11]=3[O:10][N:9]=2)[N:26]2[CH2:30][C@@H:31]([CH3:35])[O:32][C@@H:33]([CH3:34])[C@@H:25]2[C:16]2([C:21](=[O:22])[NH:20][C:19](=[O:23])[NH:18][C:17]2=[O:24])[CH2:15]4)[CH:5]=[N:4][CH:3]=1.[CH3:36][NH:37][CH3:38]. Given the product [CH3:36][N:37]([CH3:38])[C:2]1[N:7]=[C:6]([C:8]2[C:12]3[CH:13]=[C:14]4[C:27](=[C:28]([F:29])[C:11]=3[O:10][N:9]=2)[N:26]2[CH2:30][C@@H:31]([CH3:35])[O:32][C@@H:33]([CH3:34])[C@@H:25]2[C:16]2([C:21](=[O:22])[NH:20][C:19](=[O:23])[NH:18][C:17]2=[O:24])[CH2:15]4)[CH:5]=[N:4][CH:3]=1, predict the reactants needed to synthesize it. (2) The reactants are: C(CCC1C(CCCCCCOC2C=C(C3C=CC(F)=C(F)C=3)C=C(C(=O)N(C)C)C=2)=CC=CC=1OCCCC(O)=O)(O)=O.C([O:47][C:48](=[O:97])[CH2:49][CH2:50][CH2:51][O:52][C:53]1[CH:58]=[CH:57][CH:56]=[C:55]([CH2:59][CH2:60][CH2:61][CH2:62][CH2:63][CH2:64][O:65][C:66]2[CH:71]=[C:70]([C:72]([N:74]3[CH2:78][CH2:77][C:76]([F:80])([F:79])[CH2:75]3)=[O:73])[CH:69]=[C:68]([C:81]3[CH:89]=[CH:88][C:84]4[O:85][CH2:86][O:87][C:83]=4[CH:82]=3)[CH:67]=2)[C:54]=1[CH2:90][CH2:91][C:92]([O:94]CC)=[O:93])C.[OH-].[Na+]. Given the product [O:85]1[C:84]2[CH:88]=[CH:89][C:81]([C:68]3[CH:67]=[C:66]([CH:71]=[C:70]([C:72]([N:74]4[CH2:78][CH2:77][C:76]([F:79])([F:80])[CH2:75]4)=[O:73])[CH:69]=3)[O:65][CH2:64][CH2:63][CH2:62][CH2:61][CH2:60][CH2:59][C:55]3[C:54]([CH2:90][CH2:91][C:92]([OH:94])=[O:93])=[C:53]([CH:58]=[CH:57][CH:56]=3)[O:52][CH2:51][CH2:50][CH2:49][C:48]([OH:97])=[O:47])=[CH:82][C:83]=2[O:87][CH2:86]1, predict the reactants needed to synthesize it. (3) Given the product [Br:20][C:9]1[CH:8]=[C:4]([CH:3]=[C:2]([Br:1])[C:10]=1[O:11][CH2:12][C:13]1[CH:18]=[CH:17][CH:16]=[C:15]([Br:19])[CH:14]=1)[C:5]([NH:33][S:30]([C:27]1[CH:26]=[CH:25][C:24]([N+:21]([O-:23])=[O:22])=[CH:29][CH:28]=1)(=[O:32])=[O:31])=[O:7], predict the reactants needed to synthesize it. The reactants are: [Br:1][C:2]1[CH:3]=[C:4]([CH:8]=[C:9]([Br:20])[C:10]=1[O:11][CH2:12][C:13]1[CH:18]=[CH:17][CH:16]=[C:15]([Br:19])[CH:14]=1)[C:5]([OH:7])=O.[N+:21]([C:24]1[CH:29]=[CH:28][C:27]([S:30]([NH2:33])(=[O:32])=[O:31])=[CH:26][CH:25]=1)([O-:23])=[O:22]. (4) Given the product [C:1]([O:5][C:6](=[O:28])[CH2:7][C@H:8]([NH:20][C:21]([O:23][C:24]([CH3:27])([CH3:26])[CH3:25])=[O:22])[CH2:9][C:10]1[CH:19]=[CH:18][CH:17]=[CH:16][C:11]=1[C:12]([OH:14])=[O:13])([CH3:4])([CH3:3])[CH3:2], predict the reactants needed to synthesize it. The reactants are: [C:1]([O:5][C:6](=[O:28])[CH2:7][C@H:8]([NH:20][C:21]([O:23][C:24]([CH3:27])([CH3:26])[CH3:25])=[O:22])[CH2:9][C:10]1[CH:19]=[CH:18][CH:17]=[CH:16][C:11]=1[C:12]([O:14]C)=[O:13])([CH3:4])([CH3:3])[CH3:2].O.[OH-].[Li+]. (5) The reactants are: Br[C:2]1[CH:7]=[CH:6][C:5]([NH:8][C:9]2[CH:14]=[CH:13][CH:12]=[C:11]([C:15]3[CH:20]=[CH:19][CH:18]=[CH:17][C:16]=3[CH3:21])[CH:10]=2)=[CH:4][CH:3]=1.[Li]C(C)(C)C.Br[CH2:28][CH2:29][CH2:30][CH2:31][CH:32]=[CH2:33].O. Given the product [CH2:33]([C:2]1[CH:7]=[CH:6][C:5]([NH:8][C:9]2[CH:14]=[CH:13][CH:12]=[C:11]([C:15]3[CH:20]=[CH:19][CH:18]=[CH:17][C:16]=3[CH3:21])[CH:10]=2)=[CH:4][CH:3]=1)[CH2:32][CH2:31][CH2:30][CH:29]=[CH2:28], predict the reactants needed to synthesize it.